From a dataset of CYP2D6 inhibition data for predicting drug metabolism from PubChem BioAssay. Regression/Classification. Given a drug SMILES string, predict its absorption, distribution, metabolism, or excretion properties. Task type varies by dataset: regression for continuous measurements (e.g., permeability, clearance, half-life) or binary classification for categorical outcomes (e.g., BBB penetration, CYP inhibition). Dataset: cyp2d6_veith. (1) The compound is COc1ccc(C(=O)N2CCC[C@@]3(CCN(Cc4ccc(C#N)cc4)C3)C2)cc1. The result is 0 (non-inhibitor). (2) The drug is COc1ccccc1CNCC(O)(c1ccc(Cl)cc1)c1ccc(Cl)cc1. The result is 1 (inhibitor). (3) The drug is CCCCN1C(=O)/C(=C/c2ccc(N(C)C)cc2)C(=O)N(Cc2ccco2)C1=O. The result is 0 (non-inhibitor). (4) The drug is CC(=O)OC[C@@H]1O[C@@H](O/N=C2/C[C@@H](O)[C@@H](O)[C@@H]3[C@@H]4C(=O)N(Cc5ccc6c(c5)OCO6)C(=O)[C@H]4CC[C@@H]23)[C@H](OC(C)=O)[C@H](OC(C)=O)[C@@H]1OC(C)=O. The result is 0 (non-inhibitor). (5) The drug is O=C(NCCc1ccccc1)C(=O)NN=C1CCCC1. The result is 0 (non-inhibitor). (6) The compound is CC(=O)c1cc2c(cc1NC(=O)c1c(-c3ccccc3)noc1C)OCO2. The result is 0 (non-inhibitor).